Dataset: Reaction yield outcomes from USPTO patents with 853,638 reactions. Task: Predict the reaction yield, written as a fraction of the theoretical maximum amount of product (1.0 means a 100% yield; for example, 0.34 means a 34% yield). (1) The reactants are [CH3:1][N:2]([CH3:26])[C:3]([C:5]1[CH:17]=[C:16]([O:18]CC2C=CC=CC=2)[C:8]2[N:9]=[C:10]([CH:13]3[CH2:15][CH2:14]3)[N:11]([CH3:12])[C:7]=2[CH:6]=1)=[O:4]. The catalyst is C(O)C.C(O)(=O)C.[Pd]. The product is [CH3:1][N:2]([CH3:26])[C:3]([C:5]1[CH:17]=[C:16]([OH:18])[C:8]2[N:9]=[C:10]([CH:13]3[CH2:15][CH2:14]3)[N:11]([CH3:12])[C:7]=2[CH:6]=1)=[O:4]. The yield is 0.920. (2) The reactants are [Br:1][C:2]1[CH:7]=[CH:6][C:5]([NH:8][S:9]([C:12]2[CH:17]=[CH:16][CH:15]=[CH:14][CH:13]=2)(=[O:11])=[O:10])=[CH:4][C:3]=1[N+:18]([O-])=O.Cl. The catalyst is CO.[Fe]. The product is [Br:1][C:2]1[CH:7]=[CH:6][C:5]([NH:8][S:9]([C:12]2[CH:17]=[CH:16][CH:15]=[CH:14][CH:13]=2)(=[O:10])=[O:11])=[CH:4][C:3]=1[NH2:18]. The yield is 0.890. (3) The reactants are [NH2:1][C:2]1[CH:27]=[CH:26][C:5]([O:6][C:7]2[CH:12]=[CH:11][N:10]=[C:9]([NH:13][C:14]([N:16]3[CH2:21][CH2:20][CH:19]([N:22]4[CH2:25][CH2:24][CH2:23]4)[CH2:18][CH2:17]3)=[O:15])[CH:8]=2)=[CH:4][CH:3]=1.[F:28][C:29]1[CH:34]=[CH:33][C:32]([CH2:35][C:36]([N:38]=[C:39]=[O:40])=[O:37])=[CH:31][CH:30]=1. The catalyst is O1CCCC1.C(N(C(C)C)CC)(C)C.C(OCC)(=O)C. The product is [N:22]1([CH:19]2[CH2:18][CH2:17][N:16]([C:14]([NH:13][C:9]3[CH:8]=[C:7]([O:6][C:5]4[CH:4]=[CH:3][C:2]([NH:1][C:39]([NH:38][C:36](=[O:37])[CH2:35][C:32]5[CH:33]=[CH:34][C:29]([F:28])=[CH:30][CH:31]=5)=[O:40])=[CH:27][CH:26]=4)[CH:12]=[CH:11][N:10]=3)=[O:15])[CH2:21][CH2:20]2)[CH2:25][CH2:24][CH2:23]1. The yield is 0.170. (4) The reactants are [Br:1][C:2]1[C:3]([N:20]2[CH2:25][CH2:24][N:23]([C:26](=[O:36])[CH2:27][NH:28]C(=O)OC(C)(C)C)[CH2:22][CH2:21]2)=[C:4]2[C:10]([NH:11][C:12](=[O:19])[C:13]3[CH:18]=[CH:17][CH:16]=[N:15][CH:14]=3)=[CH:9][NH:8][C:5]2=[N:6][CH:7]=1.C(O)(C(F)(F)F)=O. The catalyst is C(Cl)Cl. The product is [NH2:28][CH2:27][C:26]([N:23]1[CH2:22][CH2:21][N:20]([C:3]2[C:2]([Br:1])=[CH:7][N:6]=[C:5]3[NH:8][CH:9]=[C:10]([NH:11][C:12](=[O:19])[C:13]4[CH:18]=[CH:17][CH:16]=[N:15][CH:14]=4)[C:4]=23)[CH2:25][CH2:24]1)=[O:36]. The yield is 0.740. (5) The reactants are Br[C:2]1[CH:8]=[CH:7][C:6](Br)=[CH:5][C:3]=1[NH2:4].[C:10]1(B(O)O)[CH:15]=[CH:14][CH:13]=[CH:12][CH:11]=1.C(=O)([O-])[O-].[Na+].[Na+].COC. The catalyst is C1C=CC([P]([Pd]([P](C2C=CC=CC=2)(C2C=CC=CC=2)C2C=CC=CC=2)([P](C2C=CC=CC=2)(C2C=CC=CC=2)C2C=CC=CC=2)[P](C2C=CC=CC=2)(C2C=CC=CC=2)C2C=CC=CC=2)(C2C=CC=CC=2)C2C=CC=CC=2)=CC=1.O. The product is [C:10]1([C:2]2[CH:8]=[CH:7][C:6]([C:2]3[CH:8]=[CH:7][CH:6]=[CH:5][CH:3]=3)=[CH:5][C:3]=2[NH2:4])[CH:15]=[CH:14][CH:13]=[CH:12][CH:11]=1. The yield is 0.810. (6) The reactants are [OH:1][C:2](/[C:5](=[CH:8]/[I:9])/[CH2:6][OH:7])([CH3:4])[CH3:3].C(Cl)Cl.CO. The product is [OH:1][C:2](/[C:5](=[CH:8]/[I:9])/[CH:6]=[O:7])([CH3:4])[CH3:3]. The catalyst is C(Cl)Cl.[O-2].[O-2].[Mn+4]. The yield is 0.940. (7) The reactants are C([O:3][C:4]([C:6]1[C:15]2[CH2:14][CH2:13][CH:12]([C:16]3[CH:21]=[CH:20][CH:19]=[CH:18][CH:17]=3)[CH2:11][C:10]=2[C:9]2=[N:22][C:23]([CH3:26])=[C:24]([CH3:25])[N:8]2[CH:7]=1)=O)C.[H-].[Al+3].[Li+].[H-].[H-].[H-]. The catalyst is C1COCC1. The product is [CH3:26][C:23]1[N:22]=[C:9]2[C:10]3[CH2:11][CH:12]([C:16]4[CH:21]=[CH:20][CH:19]=[CH:18][CH:17]=4)[CH2:13][CH2:14][C:15]=3[C:6]([CH2:4][OH:3])=[CH:7][N:8]2[C:24]=1[CH3:25]. The yield is 0.440.